From a dataset of Retrosynthesis with 50K atom-mapped reactions and 10 reaction types from USPTO. Predict the reactants needed to synthesize the given product. (1) Given the product CCOC(=O)CN(c1ccc(Oc2ccc([N+](=O)[O-])cn2)c(OC)c1)S(C)(=O)=O, predict the reactants needed to synthesize it. The reactants are: CCOC(=O)CNc1ccc(Oc2ccc([N+](=O)[O-])cn2)c(OC)c1.CS(=O)(=O)Cl. (2) Given the product NC[C@@H](O)[C@H](Cc1ccccc1)N(Cc1ccccc1)Cc1ccccc1, predict the reactants needed to synthesize it. The reactants are: N#C[C@H](O)[C@H](Cc1ccccc1)N(Cc1ccccc1)Cc1ccccc1. (3) Given the product COC(=O)CCc1cc(NC(=O)C(F)(F)F)c(O)c(-c2ccc3ccccc3c2)c1, predict the reactants needed to synthesize it. The reactants are: COC(=O)CCc1cc(NC(=O)C(F)(F)F)c(OCc2ccccc2)c(-c2ccc3ccccc3c2)c1. (4) Given the product CCOC(=O)C(C(=O)O)C(CC)c1ccc(NC(=O)OC(C)(C)C)nc1, predict the reactants needed to synthesize it. The reactants are: CCOC(=O)C(C(=O)OCC)C(CC)c1ccc(NC(=O)OC(C)(C)C)nc1. (5) Given the product OCCNCc1c(F)cccc1F, predict the reactants needed to synthesize it. The reactants are: Fc1cccc(F)c1CBr.NCCO. (6) Given the product COC(=O)[C@@]1(C)CC[C@]2(C)CC[C@]3(C)[C@](O)(C(=O)C=C4[C@@]5(C)C=C(C#N)C(=O)C(C)(C)[C@@H]5CC[C@]43C)[C@@H]2C1, predict the reactants needed to synthesize it. The reactants are: COC(=O)[C@@]1(C)CC[C@]2(C)CC[C@]3(C)[C@](O)(C(=O)C=C4[C@@]5(C)C=C(I)C(=O)C(C)(C)[C@@H]5CC[C@]43C)[C@@H]2C1.N#C[Cu]. (7) The reactants are: CCCSc1nccc(Cl)n1.NN. Given the product CCCSc1nccc(NN)n1, predict the reactants needed to synthesize it. (8) Given the product OC(CNc1ccc2ncc(-c3cc4ccccc4o3)n2n1)CN1CCCCC1, predict the reactants needed to synthesize it. The reactants are: Clc1ccc2ncc(-c3cc4ccccc4o3)n2n1.NCC(O)CN1CCCCC1. (9) The reactants are: O=C(N1CC=C(c2cnc(-c3ccc4c(c3)CC3CCC(C4)C34CN(CC(F)(F)F)S(=O)(=O)N4)s2)CC1)C(F)(F)F. Given the product O=C(N1CCC(c2cnc(-c3ccc4c(c3)CC3CCC(C4)C34CN(CC(F)(F)F)S(=O)(=O)N4)s2)CC1)C(F)(F)F, predict the reactants needed to synthesize it. (10) Given the product CC(C)(C)c1ccc(CN(CCc2ccc(Cl)c(C(F)(F)F)c2)C(=O)c2cc(Cl)cc3cc[nH]c23)cc1, predict the reactants needed to synthesize it. The reactants are: CC(C)(C)c1ccc(CNCCc2ccc(Cl)c(C(F)(F)F)c2)cc1.O=C(O)c1cc(Cl)cc2cc[nH]c12.